From a dataset of Reaction yield outcomes from USPTO patents with 853,638 reactions. Predict the reaction yield, written as a fraction of the theoretical maximum amount of product (1.0 means a 100% yield; for example, 0.34 means a 34% yield). (1) The reactants are OC(C=C)C[O:4][C@H:5]1[CH2:10][CH2:9][C@H:8]([N:11]2[C:16](=[O:17])[C:15]([CH2:18][C:19]3[CH:24]=[CH:23][C:22]([C:25]4[C:26]([C:31]#[N:32])=[CH:27][CH:28]=[CH:29][CH:30]=4)=[CH:21][CH:20]=3)=[C:14]([CH2:33][CH2:34][CH3:35])[N:13]3[N:36]=[CH:37][N:38]=[C:12]23)[CH2:7][CH2:6]1.N1C(C)=CC=[CH:43][C:42]=1[CH3:48].FC(F)(F)S([O:54][Si:55]([C:58]([CH3:61])([CH3:60])[CH3:59])([CH3:57])[CH3:56])(=O)=O.Cl.I([O-])(=O)(=O)=[O:66].[Na+]. The catalyst is [Os](=O)(=O)(=O)=O.O.C(#N)C.CC(C)=O.O1CCCC1. The product is [Si:55]([O:54][CH:42]([CH:43]=[O:66])[CH2:48][O:4][C@H:5]1[CH2:6][CH2:7][C@H:8]([N:11]2[C:16](=[O:17])[C:15]([CH2:18][C:19]3[CH:20]=[CH:21][C:22]([C:25]4[C:26]([C:31]#[N:32])=[CH:27][CH:28]=[CH:29][CH:30]=4)=[CH:23][CH:24]=3)=[C:14]([CH2:33][CH2:34][CH3:35])[N:13]3[N:36]=[CH:37][N:38]=[C:12]23)[CH2:9][CH2:10]1)([C:58]([CH3:61])([CH3:60])[CH3:59])([CH3:57])[CH3:56]. The yield is 0.830. (2) The product is [Cl:1][C:2]1[C:3]2[O:9][CH2:8][CH2:7][N:6]([CH:10]([CH3:12])[CH3:11])[CH2:5][C:4]=2[CH:13]=[CH:14][CH:15]=1. The yield is 0.180. The catalyst is C1COCC1.CN(C=O)C. The reactants are [Cl:1][C:2]1[C:3](F)=[C:4]([CH:13]=[CH:14][CH:15]=1)[CH2:5][N:6]([CH:10]([CH3:12])[CH3:11])[CH2:7][CH2:8][OH:9].[H-].[Na+].CO. (3) The reactants are [C:1]([C:4]1[C:38]([Cl:39])=[CH:37][C:7]2[N:8](CC3C=CC=CC=3)[CH2:9][CH:10]([C:12]([N:14]3[CH2:19][CH2:18][C:17]([CH2:22][C:23]4[CH:28]=[CH:27][C:26]([F:29])=[CH:25][CH:24]=4)([C:20]#[N:21])[CH2:16][CH2:15]3)=[O:13])[O:11][C:6]=2[CH:5]=1)(=[O:3])[CH3:2]. The catalyst is C(OCC)(=O)C.[Pd]. The product is [C:1]([C:4]1[C:38]([Cl:39])=[CH:37][C:7]2[NH:8][CH2:9][CH:10]([C:12]([N:14]3[CH2:19][CH2:18][C:17]([CH2:22][C:23]4[CH:24]=[CH:25][C:26]([F:29])=[CH:27][CH:28]=4)([C:20]#[N:21])[CH2:16][CH2:15]3)=[O:13])[O:11][C:6]=2[CH:5]=1)(=[O:3])[CH3:2]. The yield is 0.137. (4) The yield is 0.610. The reactants are [Br:1][C:2]1[C:17]([Cl:18])=[CH:16][C:5]([O:6][C:7]2[N:15]=[CH:14][CH:13]=[CH:12][C:8]=2[C:9]([OH:11])=O)=[C:4]([Cl:19])[CH:3]=1.C(N(C(C)C)C(C)C)C.[I-].ClC1C=CC=C[N+]=1C.[NH:38]1[C:47]2[C:42](=[CH:43][CH:44]=[CH:45][CH:46]=2)[CH2:41][CH2:40][CH2:39]1. The product is [Br:1][C:2]1[C:17]([Cl:18])=[CH:16][C:5]([O:6][C:7]2[C:8]([C:9]([N:38]3[C:47]4[C:42](=[CH:43][CH:44]=[CH:45][CH:46]=4)[CH2:41][CH2:40][CH2:39]3)=[O:11])=[CH:12][CH:13]=[CH:14][N:15]=2)=[C:4]([Cl:19])[CH:3]=1. The catalyst is ClCCl. (5) The reactants are O[C:2]1[CH:19]=[CH:18][C:17]2[C:16]3[C:11](=[CH:12][CH:13]=[CH:14][CH:15]=3)[C:10]3[C:5](=[CH:6][CH:7]=[CH:8][CH:9]=3)[C:4]=2[CH:3]=1.CC1C=CC=C(C)N=1.[F:28][C:29]([F:42])([F:41])[S:30]([O:33]S(C(F)(F)F)(=O)=O)(=[O:32])=[O:31]. The catalyst is CN(C)C1C=CN=CC=1.C(Cl)Cl. The product is [F:28][C:29]([F:42])([F:41])[S:30]([O:33][C:3]1[C:4]2[C:5]3[C:10](=[CH:9][CH:8]=[CH:7][CH:6]=3)[C:11]3[C:16](=[CH:15][CH:14]=[CH:13][CH:12]=3)[C:17]=2[CH:18]=[CH:19][CH:2]=1)(=[O:32])=[O:31]. The yield is 0.900. (6) The reactants are [Cl:1][C:2]1[CH:3]=[C:4]2[C:9](=[CH:10][C:11]=1[CH3:12])[O:8][CH:7]=[C:6]([CH:13]=O)[C:5]2=[O:15].[CH2:16]([O:18][C:19]([C:21]#[C:22][C:23]([O:25][CH2:26][CH3:27])=[O:24])=[O:20])[CH3:17].C1(P(C2C=CC=CC=2)C2C=CC=CC=2)C=CC=CC=1.[NH2:47][CH2:48][CH2:49][C:50]1[C:58]2[C:53](=[CH:54][CH:55]=[CH:56][CH:57]=2)[NH:52][CH:51]=1. The catalyst is C1(C)C=CC=CC=1. The product is [CH2:26]([O:25][C:23]([C:22]1[C:21]2([C:19]([O:18][CH2:16][CH3:17])=[O:20])[N:47]([CH2:48][CH2:49][C:50]3[C:58]4[C:53](=[CH:54][CH:55]=[CH:56][CH:57]=4)[NH:52][C:51]=32)[CH:7]=[C:6]([C:5](=[O:15])[C:4]2[CH:3]=[C:2]([Cl:1])[C:11]([CH3:12])=[CH:10][C:9]=2[OH:8])[CH:13]=1)=[O:24])[CH3:27]. The yield is 0.400. (7) The reactants are [H-].[Na+].[Br:3][C:4]1[C:12]2[C:7](=[N:8][CH:9]=[CH:10][CH:11]=2)[NH:6][N:5]=1.[CH3:13][C:14]1[CH:19]=[CH:18][C:17]([S:20](Cl)(=[O:22])=[O:21])=[CH:16][CH:15]=1. The catalyst is C1COCC1. The product is [Br:3][C:4]1[C:12]2[C:7](=[N:8][CH:9]=[CH:10][CH:11]=2)[N:6]([S:20]([C:17]2[CH:18]=[CH:19][C:14]([CH3:13])=[CH:15][CH:16]=2)(=[O:22])=[O:21])[N:5]=1. The yield is 0.700.